From a dataset of Forward reaction prediction with 1.9M reactions from USPTO patents (1976-2016). Predict the product of the given reaction. (1) Given the reactants [F:1][C:2]1[CH:7]=[CH:6][C:5]([C:8]2[C:13](/[CH:14]=[CH:15]/[C:16](=[O:22])[CH2:17][C:18]([O:20][CH3:21])=[O:19])=[C:12]([CH:23]([CH3:25])[CH3:24])[N:11]=[C:10]([N:26]([CH3:31])[S:27]([CH3:30])(=[O:29])=[O:28])[N:9]=2)=[CH:4][CH:3]=1.[BH4-].[Na+].C(O)(=O)C.C(OCC)(=O)C, predict the reaction product. The product is: [F:1][C:2]1[CH:7]=[CH:6][C:5]([C:8]2[C:13](/[CH:14]=[CH:15]/[CH:16]([OH:22])[CH2:17][C:18]([O:20][CH3:21])=[O:19])=[C:12]([CH:23]([CH3:25])[CH3:24])[N:11]=[C:10]([N:26]([CH3:31])[S:27]([CH3:30])(=[O:29])=[O:28])[N:9]=2)=[CH:4][CH:3]=1. (2) Given the reactants [C:1]([O:5][C:6]([NH:8][C@@H:9]1[CH2:14][CH2:13][CH2:12][CH2:11][C@@H:10]1[NH:15][C:16]1[C:25]2[C:20](=[CH:21][CH:22]=[C:23]([CH3:26])[CH:24]=2)[N:19]=[C:18]([C:27](OCC)=[O:28])[N:17]=1)=[O:7])([CH3:4])([CH3:3])[CH3:2].[CH3:32][O:33][CH2:34][CH2:35][NH2:36].C(OC(C)C)(C)C, predict the reaction product. The product is: [CH3:32][O:33][CH2:34][CH2:35][NH:36][C:27]([C:18]1[N:17]=[C:16]([NH:15][C@H:10]2[CH2:11][CH2:12][CH2:13][CH2:14][C@H:9]2[NH:8][C:6](=[O:7])[O:5][C:1]([CH3:4])([CH3:2])[CH3:3])[C:25]2[C:20](=[CH:21][CH:22]=[C:23]([CH3:26])[CH:24]=2)[N:19]=1)=[O:28].